This data is from Full USPTO retrosynthesis dataset with 1.9M reactions from patents (1976-2016). The task is: Predict the reactants needed to synthesize the given product. (1) Given the product [CH3:1][O:2][C:3]([C:5]1[CH:6]=[C:7]([O:15][C:16]2[CH:21]=[CH:20][C:19]([S:22]([CH3:25])(=[O:23])=[O:24])=[CH:18][CH:17]=2)[C:8]2[CH2:11][CH:12]([CH3:14])[O:13][C:9]=2[CH:10]=1)=[O:4], predict the reactants needed to synthesize it. The reactants are: [CH3:1][O:2][C:3]([C:5]1[CH:6]=[C:7]([O:15][C:16]2[CH:21]=[CH:20][C:19]([S:22]([CH3:25])(=[O:24])=[O:23])=[CH:18][CH:17]=2)[CH:8]=[C:9]2[O:13][CH:12]([CH3:14])[CH2:11][C:10]=12)=[O:4].COC(C1C=C(O)C2CC(C)OC=2C=1)=O. (2) The reactants are: [CH2:1]([O:4][C:5]1([CH3:45])[CH2:10][CH2:9][N:8]([C:11]2[C:12]3[N:13]([N:28]=[C:29]([C:31]4[CH:32]=[C:33]([C:37]5[CH:42]=[CH:41][C:40]([F:43])=[CH:39][C:38]=5[OH:44])[CH:34]=[CH:35][CH:36]=4)[CH:30]=3)[CH:14]=[C:15]([CH3:27])[C:16]=2[C@H:17]([O:22][C:23]([CH3:26])([CH3:25])[CH3:24])[C:18]([O:20][CH3:21])=[O:19])[CH2:7][CH2:6]1)[CH:2]=[CH2:3].[CH3:46][C@@H:47](O)[CH2:48][CH:49]=[CH2:50].C1C=CC(P(C2C=CC=CC=2)C2C=CC=CC=2)=CC=1.CCOC(/N=N/C(OCC)=O)=O. Given the product [CH2:1]([O:4][C:5]1([CH3:45])[CH2:6][CH2:7][N:8]([C:11]2[C:12]3[N:13]([N:28]=[C:29]([C:31]4[CH:32]=[C:33]([C:37]5[CH:42]=[CH:41][C:40]([F:43])=[CH:39][C:38]=5[O:44][C@H:49]([CH2:48][CH:47]=[CH2:46])[CH3:50])[CH:34]=[CH:35][CH:36]=4)[CH:30]=3)[CH:14]=[C:15]([CH3:27])[C:16]=2[C@H:17]([O:22][C:23]([CH3:25])([CH3:24])[CH3:26])[C:18]([O:20][CH3:21])=[O:19])[CH2:9][CH2:10]1)[CH:2]=[CH2:3], predict the reactants needed to synthesize it. (3) Given the product [C:1]([O:5][C:6]([NH:8][CH:9]([CH2:10][C:11]1[CH:12]=[CH:13][C:14]([O:17][C:28]2[CH:33]=[CH:32][C:31]([N+:34]([O-:36])=[O:35])=[CH:30][CH:29]=2)=[CH:15][CH:16]=1)[C:18]([OH:20])=[O:19])=[O:7])([CH3:4])([CH3:2])[CH3:3], predict the reactants needed to synthesize it. The reactants are: [C:1]([O:5][C:6]([NH:8][C@H:9]([C:18]([OH:20])=[O:19])[CH2:10][C:11]1[CH:16]=[CH:15][C:14]([OH:17])=[CH:13][CH:12]=1)=[O:7])([CH3:4])([CH3:3])[CH3:2].C(=O)([O-])[O-].[K+].[K+].F[C:28]1[CH:33]=[CH:32][C:31]([N+:34]([O-:36])=[O:35])=[CH:30][CH:29]=1. (4) Given the product [CH:21]1([C:17]2[CH:16]=[C:15]([C:24]([OH:26])=[O:25])[C:14](=[O:29])[N:13]3[C:18]=2[C:19]([CH3:20])=[C:10]([C:6]2[CH:7]=[CH:8][CH:9]=[C:4]([CH:2]([NH:31][CH3:30])[CH3:3])[CH:5]=2)[CH:11]=[CH:12]3)[CH2:23][CH2:22]1, predict the reactants needed to synthesize it. The reactants are: Br[CH:2]([C:4]1[CH:5]=[C:6]([C:10]2[CH:11]=[CH:12][N:13]3[C:18]([C:19]=2[CH3:20])=[C:17]([CH:21]2[CH2:23][CH2:22]2)[CH:16]=[C:15]([C:24]([O:26]CC)=[O:25])[C:14]3=[O:29])[CH:7]=[CH:8][CH:9]=1)[CH3:3].[CH3:30][NH2:31]. (5) Given the product [C:8]1([C:14]2[CH:15]=[CH:16][C:17]3[C:26]([CH:27]=2)=[N:25][C:24]2[C:19](=[CH:20][CH:21]=[CH:22][CH:23]=2)[C:18]=3[NH2:33])[CH:13]=[CH:12][CH:11]=[CH:10][CH:9]=1, predict the reactants needed to synthesize it. The reactants are: C1(O)C=CC=CC=1.[C:8]1([C:14]2[CH:15]=[CH:16][C:17]3[C:26]([CH:27]=2)=[N:25][C:24]2[C:19](=[CH:20][CH:21]=[CH:22][CH:23]=2)[C:18]=3Cl)[CH:13]=[CH:12][CH:11]=[CH:10][CH:9]=1.C(=O)([O-])[O-].[NH4+:33].[NH4+].[OH-].[Na+]. (6) The reactants are: [CH3:1][C:2]1[CH:7]=[C:6]([C:8]2[N:12]=[C:11]([CH3:13])[O:10][N:9]=2)[CH:5]=[CH:4][C:3]=1[C:14]1[CH:19]=[CH:18][C:17]([C:20]([OH:22])=O)=[CH:16][CH:15]=1.[CH3:23][O:24][C:25]1[CH:34]=[CH:33][C:32]([N:35]2[CH2:40][CH2:39][N:38]([CH3:41])[CH2:37][CH2:36]2)=[C:31]2[C:26]=1[CH2:27][CH2:28][NH:29][CH2:30]2.CN(C(ON1N=NC2C=CC=NC1=2)=[N+](C)C)C.F[P-](F)(F)(F)(F)F. Given the product [CH3:23][O:24][C:25]1[CH:34]=[CH:33][C:32]([N:35]2[CH2:36][CH2:37][N:38]([CH3:41])[CH2:39][CH2:40]2)=[C:31]2[C:26]=1[CH2:27][CH2:28][N:29]([C:20]([C:17]1[CH:16]=[CH:15][C:14]([C:3]3[CH:4]=[CH:5][C:6]([C:8]4[N:12]=[C:11]([CH3:13])[O:10][N:9]=4)=[CH:7][C:2]=3[CH3:1])=[CH:19][CH:18]=1)=[O:22])[CH2:30]2, predict the reactants needed to synthesize it. (7) Given the product [F:33][C:31]1[CH:30]=[C:29]([F:34])[CH:28]=[C:27]2[C:32]=1[C:23]([NH:11][C:10]1[CH:12]=[C:13]([N:16]3[CH2:21][CH2:20][O:19][CH2:18][CH2:17]3)[CH:14]=[CH:15][C:9]=1[C:6]1[CH:7]=[N:8][C:3]([O:2][CH3:1])=[CH:4][CH:5]=1)=[C:24]([CH3:42])[C:25]([C:35]1[CH:40]=[C:39]([CH3:41])[CH:38]=[CH:37][N:36]=1)=[N:26]2, predict the reactants needed to synthesize it. The reactants are: [CH3:1][O:2][C:3]1[N:8]=[CH:7][C:6]([C:9]2[CH:15]=[CH:14][C:13]([N:16]3[CH2:21][CH2:20][O:19][CH2:18][CH2:17]3)=[CH:12][C:10]=2[NH2:11])=[CH:5][CH:4]=1.Cl[C:23]1[C:32]2[C:27](=[CH:28][C:29]([F:34])=[CH:30][C:31]=2[F:33])[N:26]=[C:25]([C:35]2[CH:40]=[C:39]([CH3:41])[CH:38]=[CH:37][N:36]=2)[C:24]=1[CH3:42].C1(P(C2CCCCC2)C2(C(C)C)CC(C(C)C)=CC(C(C)C)=C2C2C=CC=CC=2)CCCCC1.CC(C1C=C(C(C)C)C(C2C=CC=CC=2P(C2CCCCC2)C2CCCCC2)=C(C(C)C)C=1)C.CC(C)([O-])C.[Na+]. (8) Given the product [CH3:3][C:4]1[O:8][C:7]([C:9]2[CH:14]=[CH:13][CH:12]=[CH:11][CH:10]=2)=[N:6][C:5]=1[CH2:15][CH2:16][O:17][C:18]1[C:26]2[CH:25]=[CH:24][S:23][C:22]=2[C:21]([CH2:27][CH:28]2[S:32][C:31](=[O:33])[NH:30][C:29]2=[O:34])=[CH:20][CH:19]=1, predict the reactants needed to synthesize it. The reactants are: [Al].O.[CH3:3][C:4]1[O:8][C:7]([C:9]2[CH:14]=[CH:13][CH:12]=[CH:11][CH:10]=2)=[N:6][C:5]=1[CH2:15][CH2:16][O:17][C:18]1[C:26]2[CH:25]=[CH:24][S:23][C:22]=2[C:21]([CH:27]=[C:28]2[S:32][C:31](=[O:33])[NH:30][C:29]2=[O:34])=[CH:20][CH:19]=1. (9) Given the product [CH2:11]([C:13]1[CH:18]=[CH:17][CH:16]=[CH:15][C:14]=1[O:19][C:2]1[CH:7]=[CH:6][C:5]([N+:8]([O-:10])=[O:9])=[CH:4][N:3]=1)[CH3:12], predict the reactants needed to synthesize it. The reactants are: Cl[C:2]1[CH:7]=[CH:6][C:5]([N+:8]([O-:10])=[O:9])=[CH:4][N:3]=1.[CH2:11]([C:13]1[CH:18]=[CH:17][CH:16]=[CH:15][C:14]=1[OH:19])[CH3:12].C([O-])([O-])=O.[K+].[K+]. (10) Given the product [Cl:24][C:20]1[C:17]([CH:18]=[O:19])=[C:16]([N:2]2[C:1](=[O:14])[C:6]3[CH:7]=[C:8]4[N:13]([C:5]=3[CH:4]=[N:3]2)[CH2:12][CH2:11][CH2:10][CH2:9]4)[N:23]=[CH:22][CH:21]=1, predict the reactants needed to synthesize it. The reactants are: [C:1]1(=[O:14])[C:6]2[CH:7]=[C:8]3[N:13]([C:5]=2[CH:4]=[N:3][NH:2]1)[CH2:12][CH2:11][CH2:10][CH2:9]3.Br[C:16]1[N:23]=[CH:22][CH:21]=[C:20]([Cl:24])[C:17]=1[CH:18]=[O:19].C(=O)([O-])[O-].[K+].[K+].COC1C2C(=C3C(=CC=2)C(OC)=CC=N3)N=CC=1.